From a dataset of Drug-target binding data from BindingDB using IC50 measurements. Regression. Given a target protein amino acid sequence and a drug SMILES string, predict the binding affinity score between them. We predict pIC50 (pIC50 = -log10(IC50 in M); higher means more potent). Dataset: bindingdb_ic50. (1) The drug is O=C1/C(=C/c2ccc(Cl)cc2)Oc2cccc(OCC3CCCCC3)c21. The target protein (P04401) has sequence MRRMLLHLSVLTLSCVWATAMEIPMSTVVKETLTQLSAHRALLTSNETMRLPVPTHKNHQLCIGEIFQGLDILKNQTVRGGTVEMLFQNLSLIKKYIDRQKEKCGEERRRTRQFLDYLQEFLGVMSTEWAMEG. The pIC50 is 4.5. (2) The small molecule is O=C(CCCCCc1ccc(-c2ccccc2)cc1)OC[C@H]1CO1. The target protein (P97612) has sequence MVLSEVWTTLSGVSGVCLACSLLSAAVVLRWTGRQKARGAATRARQKQRASLETMDKAVQRFRLQNPDLDSEALLTLPLLQLVQKLQSGELSPEAVFFTYLGKAWEVNKGTNCVTSYLTDCETQLSQAPRQGLLYGVPVSLKECFSYKGHDSTLGLSLNEGMPSESDCVVVQVLKLQGAVPFVHTNVPQSMLSFDCSNPLFGQTMNPWKSSKSPGGSSGGEGALIGSGGSPLGLGTDIGGSIRFPSAFCGICGLKPTGNRLSKSGLKGCVYGQTAVQLSLGPMARDVESLALCLKALLCEHLFTLDPTVPPLPFREEVYRSSRPLRVGYYETDNYTMPSPAMRRALIETKQRLEAAGHTLIPFLPNNIPYALEVLSAGGLFSDGGRSFLQNFKGDFVDPCLGDLILILRLPSWFKRLLSLLLKPLFPRLAAFLNSMRPRSAEKLWKLQHEIEMYRQSVIAQWKAMNLDVLLTPMLGPALDLNTPGRATGAISYTVLYNCL.... The pIC50 is 5.3. (3) The drug is CC(=O)N[C@H]1C(OC(C)=O)O[C@H](COC(C)=O)[C@H](OC(C)=O)[C@@H]1OC(C)=O. The target protein (P07306) has sequence MTKEYQDLQHLDNEESDHHQLRKGPPPPQPLLQRLCSGPRLLLLSLGLSLLLLVVVCVIGSQNSQLQEELRGLRETFSNFTASTEAQVKGLSTQGGNVGRKMKSLESQLEKQQKDLSEDHSSLLLHVKQFVSDLRSLSCQMAALQGNGSERTCCPVNWVEHERSCYWFSRSGKAWADADNYCRLEDAHLVVVTSWEEQKFVQHHIGPVNTWMGLHDQNGPWKWVDGTDYETGFKNWRPEQPDDWYGHGLGGGEDCAHFTDDGRWNDDVCQRPYRWVCETELDKASQEPPLL. The pIC50 is 4.0. (4) The compound is CC[C@H]1[C@H](c2nccs2)OC(=O)N1c1cc(-c2cnc(N)nc2C(F)(F)F)nc(N2CCOCC2)n1. The target protein (O35904) has sequence MPPGVDCPMEFWTKEESQSVVVDFLLPTGVYLNFPVSRNANLSTIKQVLWHRAQYEPLFHMLSDPEAYVFTCVNQTAEQQELEDEQRRLCDIQPFLPVLRLVAREGDRVKKLINSQISLLIGKGLHEFDSLRDPEVNDFRTKMRQFCEEAAAHRQQLGWVEWLQYSFPLQLEPSARGWRAGLLRVSNRALLVNVKFEGSEESFTFQVSTKDMPLALMACALRKKATVFRQPLVEQPEEYALQVNGRHEYLYGNYPLCHFQYICSCLHSGLTPHLTMVHSSSILAMRDEQSNPAPQVQKPRAKPPPIPAKKPSSVSLWSLEQPFSIELIEGRKVNADERMKLVVQAGLFHGNEMLCKTVSSSEVNVCSEPVWKQRLEFDISVCDLPRMARLCFALYAVVEKAKKARSTKKKSKKADCPIAWANLMLFDYKDQLKTGERCLYMWPSVPDEKGELLNPAGTVRGNPNTESAAALVIYLPEVAPHPVYFPALEKILELGRHGER.... The pIC50 is 6.9. (5) The drug is CC(CCc1ccc(-c2ccc(N3CCNCC3)cc2)cc1)(C(=O)NO)S(C)(=O)=O. The target protein (P47205) has sequence MIKQRTLKNIIRATGVGLHSGEKVYLTLKPAPVDTGIVFCRTDLDPVVEIPARAENVGETTMSTTLVKGDVKVDTVEHLLSAMAGLGIDNAYVELSASEVPIMDGSAGPFVFLIQSAGLQEQEAAKKFIRIKREVSVEEGDKRAVFVPFDGFKVSFEIDFDHPVFRGRTQQASVDFSSTSFVKEVSRARTFGFMRDIEYLRSQNLALGGSVENAIVVDENRVLNEDGLRYEDEFVKHKILDAIGDLYLLGNSLIGEFRGFKSGHALNNQLLRTLIADKDAWEVVTFEDARTAPISYMRPAAAV. The pIC50 is 8.2. (6) The small molecule is COc1cc(N2Cc3ccc(Sc4ccccc4)nc3C2=O)ccc1OCCN1CCCC1. The target protein sequence is MSVGAMKKGVGRAVGLGGGSGCQATEEDPLPNCGACAPGQGGRRWRLPQPAWVEGSSARLWEQATGTGWMDLEASLLPTGPNASNTSDGPDNLTSAGSPPRTGSISYINIIMPSVFGTICLLGIIGNSTVIFAVVKKSKLHWCNNVPDIFIINLSVVDLLFLLGMPFMIHQLMGNGVWHFGETMCTLITAMDANSQFTSTYILTAMAIDRYLATVHPISSTKFRKPSVATLVICLLWALSFISITPVWLYARLIPFPGGAVGCGIRLPNPDTDLYWFTLYQFFLAFALPFVVITAAYVRILQRMTSSVAPASQRSIRLRTKRVTRTAIAICLVFFVCWAPYYVLQLTQLSISRPTLTFVYLYNAAISLGYANSCLNPFVYIVLCETFRKRLVLSVKPAAQGQLRAVSNAQTADEERTESKGT. The pIC50 is 7.7. (7) The small molecule is Cc1cc(C)cc(-c2c(OCCC3CCCCN3)c3cc(NC(=O)NC4CC4)c(Cl)cc3[nH]c2=O)c1. The target protein (P30969) has sequence MANNASLEQDQNHCSAINNSIPLTQGKLPTLTLSGKIRVTVTFFLFLLSTAFNASFLVKLQRWTQKRKKGKKLSRMKVLLKHLTLANLLETLIVMPLDGMWNITVQWYAGEFLCKVLSYLKLFSMYAPAFMMVVISLDRSLAVTQPLAVQSKSKLERSMTSLAWILSIVFAGPQLYIFRMIYLADGSGPAVFSQCVTHCSFPQWWHEAFYNFFTFSCLFIIPLLIMLICNAKIIFALTRVLHQDPRKLQLNQSKNNIPRARLRTLKMTVAFGTSFVICWTPYYVLGIWYWFDPEMLNRVSEPVNHFFFLFAFLNPCFDPLIYGYFSL. The pIC50 is 6.4. (8) The drug is CCN1CCN(Cc2ccc(C(=O)N[C@@H]3[C@H]4Oc5ccc(Oc6ccnc7c6CCC(=O)N7)cc5[C@@H]34)cc2OC(F)(F)F)CC1. The target protein sequence is MRPSGTAGAALLALLAALCPASRALEEKKVCQGTSNKLTQLGTFEDHFLSLQRMFNNCEVVLGNLEITYVQRNYDLSFLKTIQEVAGYVLIALNTVERIPLENLQIIRGNMYYENSYALAVLSNYDANKTGLKELPMRNLQEILHGAVRFSNNPALCNVESIQWRDIVSSDFLSNMSMDFQNHLGSCQKCDPSCPNGSCWGAGEENCQKLTKIICAQQCSGRCRGKSPSDCCHNQCAAGCTGPRESDCLVCRKFRDEATCKDTCPPLMLYNPTTYQMDVNPEGKYSFGATCVKKCPRNYVVTDHGSCVRACGADSYEMEEDGVRKCKKCEGPCRKVCNGIGIGEFKDSLSINATNIKHFKNCTSISGDLHILPVAFRGDSFTHTPPLDPQELDILKTVKEITGFLLIQAWPENRTDLHAFENLEIIRGRTKQHGQFSLAVVSLNITSLGLRSLKEISDGDVIISGNKNLCYANTINWKKLFGTSGQKTKIISNRGENSCK.... The pIC50 is 9.1.